This data is from Reaction yield outcomes from USPTO patents with 853,638 reactions. The task is: Predict the reaction yield, written as a fraction of the theoretical maximum amount of product (1.0 means a 100% yield; for example, 0.34 means a 34% yield). (1) The yield is 0.280. The product is [OH:25][CH:24]([C:26]1[CH:27]=[CH:28][C:29]2[O:34][CH2:33][C:32](=[O:35])[NH:31][C:30]=2[CH:36]=1)[CH2:23][N:20]1[CH2:19][CH2:18][CH:17]([CH2:16][O:15][C:12]2[C:13]3[C:8](=[CH:7][CH:6]=[C:5]([O:4][CH3:3])[CH:14]=3)[CH:9]=[CH:10][N:11]=2)[CH2:22][CH2:21]1. The catalyst is C(O)C. The reactants are [BH4-].[Na+].[CH3:3][O:4][C:5]1[CH:14]=[C:13]2[C:8]([CH:9]=[CH:10][N:11]=[C:12]2[O:15][CH2:16][CH:17]2[CH2:22][CH2:21][N:20]([CH2:23][C:24]([C:26]3[CH:27]=[CH:28][C:29]4[O:34][CH2:33][C:32](=[O:35])[NH:31][C:30]=4[CH:36]=3)=[O:25])[CH2:19][CH2:18]2)=[CH:7][CH:6]=1. (2) The reactants are [C:1]1([C:19]2[CH:24]=[CH:23][CH:22]=[CH:21][CH:20]=2)[CH:6]=[CH:5][CH:4]=[CH:3][C:2]=1[P:7]1[C:13]([CH3:15])([CH3:14])[CH2:12][CH2:11][C:10](=O)[CH2:9][C:8]1([CH3:18])[CH3:17].C(O)COCCO.O.NN.[OH-].[K+]. The catalyst is O.CCCCCCC. The product is [C:1]1([C:19]2[CH:24]=[CH:23][CH:22]=[CH:21][CH:20]=2)[CH:6]=[CH:5][CH:4]=[CH:3][C:2]=1[P:7]1[C:13]([CH3:14])([CH3:15])[CH2:12][CH2:11][CH2:10][CH2:9][C:8]1([CH3:18])[CH3:17]. The yield is 0.510.